From a dataset of Catalyst prediction with 721,799 reactions and 888 catalyst types from USPTO. Predict which catalyst facilitates the given reaction. Reactant: C1(P(C2C=CC=CC=2)C2C=CC=CC=2)C=CC=CC=1.N(C(OCC)=O)=NC(OCC)=O.[Cl:32][C:33]1[N:34]=[CH:35][C:36]2[N:41]=[C:40]([C:42]3[CH:47]=[C:46]([CH3:48])[C:45]([OH:49])=[C:44]([CH3:50])[CH:43]=3)[O:39][C:37]=2[N:38]=1.O[CH:52]1[CH2:55][CH:54]([C:56]([O:58][CH2:59][C:60]2[CH:65]=[CH:64][CH:63]=[CH:62][CH:61]=2)=[O:57])[CH2:53]1. Product: [Cl:32][C:33]1[N:34]=[CH:35][C:36]2[N:41]=[C:40]([C:42]3[CH:43]=[C:44]([CH3:50])[C:45]([O:49][CH:52]4[CH2:55][CH:54]([C:56]([O:58][CH2:59][C:60]5[CH:61]=[CH:62][CH:63]=[CH:64][CH:65]=5)=[O:57])[CH2:53]4)=[C:46]([CH3:48])[CH:47]=3)[O:39][C:37]=2[N:38]=1. The catalyst class is: 571.